From a dataset of Peptide-MHC class I binding affinity with 185,985 pairs from IEDB/IMGT. Regression. Given a peptide amino acid sequence and an MHC pseudo amino acid sequence, predict their binding affinity value. This is MHC class I binding data. (1) The binding affinity (normalized) is 0.890. The MHC is HLA-A02:01 with pseudo-sequence HLA-A02:01. The peptide sequence is YLGDEILEV. (2) The peptide sequence is LLGEHGVAF. The MHC is HLA-B58:01 with pseudo-sequence HLA-B58:01. The binding affinity (normalized) is 0.0847. (3) The peptide sequence is YSYKAFIKY. The MHC is Mamu-A01 with pseudo-sequence Mamu-A01. The binding affinity (normalized) is 0.197. (4) The peptide sequence is DIISRKDQR. The MHC is HLA-A68:01 with pseudo-sequence HLA-A68:01. The binding affinity (normalized) is 0.609. (5) The peptide sequence is VGNVYVKF. The MHC is HLA-B42:01 with pseudo-sequence HLA-B42:01. The binding affinity (normalized) is 0. (6) The peptide sequence is NYVHCFRKPH. The MHC is HLA-A03:01 with pseudo-sequence HLA-A03:01. The binding affinity (normalized) is 0. (7) The MHC is HLA-C06:02 with pseudo-sequence HLA-C06:02. The peptide sequence is YARRYFYPL. The binding affinity (normalized) is 0.0847. (8) The binding affinity (normalized) is 0.127. The MHC is HLA-A02:01 with pseudo-sequence HLA-A02:01. The peptide sequence is YADSVKGRFTI. (9) The peptide sequence is VIIMAINVFT. The MHC is HLA-A02:01 with pseudo-sequence HLA-A02:01. The binding affinity (normalized) is 0.403. (10) The peptide sequence is NHYLCLNCL. The MHC is HLA-A02:16 with pseudo-sequence HLA-A02:16. The binding affinity (normalized) is 0.0847.